This data is from Forward reaction prediction with 1.9M reactions from USPTO patents (1976-2016). The task is: Predict the product of the given reaction. (1) Given the reactants [CH2:1]([NH:3][C:4](=[O:26])[NH:5][C:6]1[N:11]=[CH:10][C:9](B(O)O)=[C:8]([C:15]2[S:16][CH:17]=[C:18]([C:20]3[CH:25]=[CH:24][CH:23]=[CH:22][CH:21]=3)[N:19]=2)[CH:7]=1)[CH3:2].[CH3:27][O:28][C:29]1[N:34]=[CH:33][C:32](B(O)O)=[CH:31][N:30]=1.C(=O)(O)[O-].[Na+].O, predict the reaction product. The product is: [CH2:1]([NH:3][C:4]([NH:5][C:6]1[CH:7]=[C:8]([C:15]2[S:16][CH:17]=[C:18]([C:20]3[CH:25]=[CH:24][CH:23]=[CH:22][CH:21]=3)[N:19]=2)[C:9]([C:32]2[CH:31]=[N:30][C:29]([O:28][CH3:27])=[N:34][CH:33]=2)=[CH:10][N:11]=1)=[O:26])[CH3:2]. (2) Given the reactants Br[C:2]1[N:6]([CH3:7])[C:5]([CH3:8])=[N:4][C:3]=1[C:9]1[CH:14]=[CH:13][C:12]([F:15])=[C:11]([CH3:16])[CH:10]=1.[NH:17]1[C:25]2[C:20](=[CH:21][C:22](B3OC(C)(C)C(C)(C)O3)=[CH:23][CH:24]=2)[CH:19]=[N:18]1.C([O-])([O-])=O.[Na+].[Na+], predict the reaction product. The product is: [F:15][C:12]1[CH:13]=[CH:14][C:9]([C:3]2[N:4]=[C:5]([CH3:8])[N:6]([CH3:7])[C:2]=2[C:22]2[CH:21]=[C:20]3[C:25](=[CH:24][CH:23]=2)[NH:17][N:18]=[CH:19]3)=[CH:10][C:11]=1[CH3:16]. (3) Given the reactants [F:1][C:2]1[CH:3]=[C:4]([C:8]2[S:9][CH:10]=[CH:11][CH:12]=2)[CH:5]=[CH:6][CH:7]=1.[Br:13][C:14]1[CH:15]=[CH:16][C:17]([CH3:23])=[C:18]([CH:22]=1)[C:19](O)=O, predict the reaction product. The product is: [Br:13][C:14]1[CH:15]=[CH:16][C:17]([CH3:23])=[C:18]([CH2:19][C:10]2[S:9][C:8]([C:4]3[CH:5]=[CH:6][CH:7]=[C:2]([F:1])[CH:3]=3)=[CH:12][CH:11]=2)[CH:22]=1. (4) Given the reactants [ClH:1].C(OC([N:9]1[CH2:14][CH2:13][N:12]([C:15]2[CH:16]=[CH:17][C:18]3[N:19]([C:21]([Br:24])=[CH:22][N:23]=3)[N:20]=2)[CH2:11][CH2:10]1)=O)(C)(C)C, predict the reaction product. The product is: [ClH:1].[ClH:1].[Br:24][C:21]1[N:19]2[N:20]=[C:15]([N:12]3[CH2:11][CH2:10][NH:9][CH2:14][CH2:13]3)[CH:16]=[CH:17][C:18]2=[N:23][CH:22]=1. (5) Given the reactants [CH3:1][Mg]Br.[F:4][C:5]1[CH:6]=[C:7]2[C:12](=[C:13]([F:15])[CH:14]=1)[O:11][CH2:10][CH2:9][C:8]2=[O:16], predict the reaction product. The product is: [F:4][C:5]1[CH:6]=[C:7]2[C:12](=[C:13]([F:15])[CH:14]=1)[O:11][CH2:10][CH2:9][C:8]2([CH3:1])[OH:16]. (6) Given the reactants [CH3:1][C:2]1[CH:3]=[CH:4][C:5]2[O:9][CH2:8][CH2:7][C:6]=2[CH:10]=1.[N:11]([O-:13])=[O:12].[Na+], predict the reaction product. The product is: [CH3:1][C:2]1[CH:3]=[C:4]([N+:11]([O-:13])=[O:12])[C:5]2[O:9][CH2:8][CH2:7][C:6]=2[CH:10]=1. (7) Given the reactants Cl[C:2]1[N:11]=[CH:10][C:9]2[C:4](=[N:5][CH:6]=[CH:7][N:8]=2)[N:3]=1.[H-].[Na+].C(=O)([O-])[O-].[K+].[K+].C(N(C(C)C)CC)(C)C, predict the reaction product. The product is: [N:3]1[C:4]2[C:9](=[N:8][CH:7]=[CH:6][N:5]=2)[CH:10]=[N:11][CH:2]=1. (8) Given the reactants C(OC([NH:8][C:9]1[CH:17]=[CH:16][C:15]([C:18]([F:21])([F:20])[F:19])=[CH:14][C:10]=1[C:11]([OH:13])=[O:12])=O)(C)(C)C.[ClH:22], predict the reaction product. The product is: [ClH:22].[NH2:8][C:9]1[CH:17]=[CH:16][C:15]([C:18]([F:19])([F:20])[F:21])=[CH:14][C:10]=1[C:11]([OH:13])=[O:12]. (9) Given the reactants F[C:2]1[CH:9]=[C:8]([C:10]([F:13])([F:12])[F:11])[CH:7]=[CH:6][C:3]=1[C:4]#[N:5].[CH3:14][NH:15][NH2:16], predict the reaction product. The product is: [CH3:14][N:15]1[C:2]2[C:3](=[CH:6][CH:7]=[C:8]([C:10]([F:11])([F:12])[F:13])[CH:9]=2)[C:4]([NH2:5])=[N:16]1. (10) The product is: [C:21]([O:25][C:26]([N:28]1[CH2:33][CH2:32][N:31]([C:34]2[CH:35]=[N:36][C:37]([NH:40][C:10]3[N:11]=[CH:12][C:7]4[CH:6]=[C:5]([C:3](=[O:4])[N:2]([CH3:20])[CH3:1])[N:14]([CH:15]5[CH2:19][CH2:18][CH2:17][CH2:16]5)[C:8]=4[N:9]=3)=[CH:38][CH:39]=2)[C:30](=[O:41])[CH2:29]1)=[O:27])([CH3:24])([CH3:22])[CH3:23]. Given the reactants [CH3:1][N:2]([CH3:20])[C:3]([C:5]1[N:14]([CH:15]2[CH2:19][CH2:18][CH2:17][CH2:16]2)[C:8]2[N:9]=[C:10](Cl)[N:11]=[CH:12][C:7]=2[CH:6]=1)=[O:4].[C:21]([O:25][C:26]([N:28]1[CH2:33][CH2:32][N:31]([C:34]2[CH:35]=[N:36][C:37]([NH2:40])=[CH:38][CH:39]=2)[C:30](=[O:41])[CH2:29]1)=[O:27])([CH3:24])([CH3:23])[CH3:22].C(=O)([O-])[O-].[Cs+].[Cs+], predict the reaction product.